Dataset: Reaction yield outcomes from USPTO patents with 853,638 reactions. Task: Predict the reaction yield, written as a fraction of the theoretical maximum amount of product (1.0 means a 100% yield; for example, 0.34 means a 34% yield). The reactants are [C:1]([C:4]1[CH:5]=[CH:6][C:7]([N:12]2[CH2:17][CH:16]([CH3:18])[O:15][CH:14]([CH3:19])[CH2:13]2)=[C:8]([CH:11]=1)[CH:9]=O)(=[O:3])[CH3:2].[NH:20]1[C:27](=[O:28])[CH2:26][C:24](=[O:25])[NH:23][C:21]1=[O:22]. The catalyst is C(O)(C)C. The product is [C:1]([C:4]1[CH:11]=[C:8]2[C:7](=[CH:6][CH:5]=1)[N:12]1[CH2:17][CH:16]([CH3:18])[O:15][CH:14]([CH3:19])[CH:13]1[C:26]1([C:24](=[O:25])[NH:23][C:21](=[O:22])[NH:20][C:27]1=[O:28])[CH2:9]2)(=[O:3])[CH3:2]. The yield is 1.00.